Dataset: Reaction yield outcomes from USPTO patents with 853,638 reactions. Task: Predict the reaction yield, written as a fraction of the theoretical maximum amount of product (1.0 means a 100% yield; for example, 0.34 means a 34% yield). (1) The product is [Cl:1][C:2]1[CH:7]=[CH:6][C:5]([CH2:8][N:39]2[CH2:43][CH2:42][CH2:41][CH2:40]2)=[CH:4][C:3]=1[C:10]1[O:14][C:13]([C:15]2[C:20]([CH3:21])=[CH:19][N:18]=[C:17]([NH:22][C:23](=[O:25])[CH3:24])[CH:16]=2)=[CH:12][C:11]=1[C:26]1[N:30]=[CH:29][N:28]([CH2:31][O:32][CH2:33][CH2:34][Si:35]([CH3:37])([CH3:38])[CH3:36])[N:27]=1. The reactants are [Cl:1][C:2]1[CH:7]=[CH:6][C:5]([CH:8]=O)=[CH:4][C:3]=1[C:10]1[O:14][C:13]([C:15]2[C:20]([CH3:21])=[CH:19][N:18]=[C:17]([NH:22][C:23](=[O:25])[CH3:24])[CH:16]=2)=[CH:12][C:11]=1[C:26]1[N:30]=[CH:29][N:28]([CH2:31][O:32][CH2:33][CH2:34][Si:35]([CH3:38])([CH3:37])[CH3:36])[N:27]=1.[NH:39]1[CH2:43][CH2:42][CH2:41][CH2:40]1. The catalyst is C(Cl)Cl.O. The yield is 1.00. (2) The reactants are Cl[C:2]1[N:3]=[C:4]([CH2:12][OH:13])[CH:5]=[C:6]2[CH:11]=[CH:10][CH2:9][O:8][C:7]=12.CCO.[OH-].[Na+]. The catalyst is [Pd]. The product is [O:8]1[C:7]2=[CH:2][N:3]=[C:4]([CH2:12][OH:13])[CH:5]=[C:6]2[CH2:11][CH2:10][CH2:9]1. The yield is 0.890.